The task is: Predict the reaction yield, written as a fraction of the theoretical maximum amount of product (1.0 means a 100% yield; for example, 0.34 means a 34% yield).. This data is from Reaction yield outcomes from USPTO patents with 853,638 reactions. (1) The reactants are [Cl:1][C:2]1[C:7]2[C:8](=[O:11])[NH:9][CH2:10][C:6]=2[C:5]([F:12])=[C:4]([Cl:13])[N:3]=1.CCN(CC)CC.[C:21](O[C:21]([O:23][C:24]([CH3:27])([CH3:26])[CH3:25])=[O:22])([O:23][C:24]([CH3:27])([CH3:26])[CH3:25])=[O:22]. The catalyst is CN(C1C=CN=CC=1)C.C(Cl)Cl. The product is [Cl:1][C:2]1[C:7]2[C:8](=[O:11])[N:9]([C:21]([O:23][C:24]([CH3:27])([CH3:26])[CH3:25])=[O:22])[CH2:10][C:6]=2[C:5]([F:12])=[C:4]([Cl:13])[N:3]=1. The yield is 0.810. (2) The reactants are [C:1]1([CH2:7][O:8][C:9]([C:11]2([NH2:17])[CH2:16][CH2:15][CH2:14][CH2:13][CH2:12]2)=[O:10])[CH:6]=[CH:5][CH:4]=[CH:3][CH:2]=1.[C:18](OC(OC(C)(C)C)=O)(OC(C)(C)C)=[O:19].C(N(CC)CC)C.[C:40]1([N:46]2[CH2:51][CH2:50][NH:49][CH2:48][CH2:47]2)[CH:45]=[CH:44][CH:43]=[CH:42][CH:41]=1. The catalyst is C(Cl)Cl. The yield is 0.700. The product is [C:1]1([CH2:7][O:8][C:9]([C:11]2([NH:17][C:18]([N:49]3[CH2:50][CH2:51][N:46]([C:40]4[CH:45]=[CH:44][CH:43]=[CH:42][CH:41]=4)[CH2:47][CH2:48]3)=[O:19])[CH2:12][CH2:13][CH2:14][CH2:15][CH2:16]2)=[O:10])[CH:2]=[CH:3][CH:4]=[CH:5][CH:6]=1.